From a dataset of Catalyst prediction with 721,799 reactions and 888 catalyst types from USPTO. Predict which catalyst facilitates the given reaction. (1) Reactant: C(OC([N:8]1[C:12]2=[C:13](Cl)[N:14]=[CH:15][C:16]([C:17](=[O:23])[NH:18][C:19]([CH3:22])([CH3:21])[CH3:20])=[C:11]2[C:10]([CH3:25])=[CH:9]1)=O)(C)(C)C.[Cl:26][C:27]1[CH:28]=[C:29]([CH:31]=[CH:32][CH:33]=1)[NH2:30]. Product: [C:19]([NH:18][C:17]([C:16]1[C:11]2[C:10]([CH3:25])=[CH:9][NH:8][C:12]=2[C:13]([NH:30][C:29]2[CH:31]=[CH:32][CH:33]=[C:27]([Cl:26])[CH:28]=2)=[N:14][CH:15]=1)=[O:23])([CH3:20])([CH3:21])[CH3:22]. The catalyst class is: 27. (2) Reactant: [CH2:1]([O:8][C:9]1[N:24]=[C:23]([C:25]2[CH:33]=[CH:32][C:31]3[N:30]4[CH2:34][CH:35]([NH:37]C(OC(C)(C)C)=O)[CH2:36][C:29]4=[CH:28][C:27]=3[CH:26]=2)[C:22]([CH3:45])=[C:21]([O:46][CH2:47][C:48]2[CH:53]=[CH:52][CH:51]=[CH:50][CH:49]=2)[C:10]=1[C:11]([O:13][CH2:14][C:15]1[CH:20]=[CH:19][CH:18]=[CH:17][CH:16]=1)=[O:12])[C:2]1[CH:7]=[CH:6][CH:5]=[CH:4][CH:3]=1. Product: [NH2:37][CH:35]1[CH2:34][N:30]2[C:31]3[CH:32]=[CH:33][C:25]([C:23]4[C:22]([CH3:45])=[C:21]([O:46][CH2:47][C:48]5[CH:49]=[CH:50][CH:51]=[CH:52][CH:53]=5)[C:10]([C:11]([O:13][CH2:14][C:15]5[CH:20]=[CH:19][CH:18]=[CH:17][CH:16]=5)=[O:12])=[C:9]([O:8][CH2:1][C:2]5[CH:3]=[CH:4][CH:5]=[CH:6][CH:7]=5)[N:24]=4)=[CH:26][C:27]=3[CH:28]=[C:29]2[CH2:36]1. The catalyst class is: 55. (3) Reactant: [BH4-].[Na+].[Br:3][C:4]1[CH:5]=[CH:6][C:7]([O:17][CH2:18][C:19]2[CH:24]=[CH:23][C:22]([Cl:25])=[CH:21][CH:20]=2)=[C:8]([C:10](=[O:16])[CH:11]([N:13]([CH3:15])[CH3:14])[CH3:12])[CH:9]=1. Product: [Br:3][C:4]1[CH:5]=[CH:6][C:7]([O:17][CH2:18][C:19]2[CH:20]=[CH:21][C:22]([Cl:25])=[CH:23][CH:24]=2)=[C:8]([CH:10]([CH:11]([N:13]([CH3:14])[CH3:15])[CH3:12])[OH:16])[CH:9]=1. The catalyst class is: 8. (4) Product: [CH2:16]([N:8]([CH2:6][CH3:7])[C:9]1[CH:14]=[CH:13][C:12]([CH:18]=[O:20])=[C:11]([CH3:15])[CH:10]=1)[CH3:17]. The catalyst class is: 9. Reactant: O=P(Cl)(Cl)Cl.[CH2:6]([N:8]([CH2:16][CH3:17])[C:9]1[CH:14]=[CH:13][CH:12]=[C:11]([CH3:15])[CH:10]=1)[CH3:7].[C:18]([O-])(=[O:20])C.[Na+]. (5) Reactant: B.C1COCC1.[Br:7][C:8]1[CH:9]=[CH:10][CH:11]=[C:12]2[C:16]=1[N:15]([C:17](=O)[CH2:18][C:19]1[CH:24]=[CH:23][CH:22]=[C:21]([O:25][CH3:26])[CH:20]=1)[CH2:14][CH2:13]2.Cl.[OH-].[Na+]. Product: [Br:7][C:8]1[CH:9]=[CH:10][CH:11]=[C:12]2[C:16]=1[N:15]([CH2:17][CH2:18][C:19]1[CH:24]=[CH:23][CH:22]=[C:21]([O:25][CH3:26])[CH:20]=1)[CH2:14][CH2:13]2. The catalyst class is: 1. (6) Reactant: [CH2:1]([NH:8][C:9]([N:11]1[CH:16]2[C@H:17]([CH3:41])[N:18]([CH2:30][C:31]3[CH:32]=[CH:33][CH:34]=[C:35]4[C:40]=3[N:39]=[CH:38][CH:37]=[CH:36]4)[C:19](=[O:29])[C@H:20]([CH2:21][C:22]3[CH:27]=[CH:26][C:25]([OH:28])=[CH:24][CH:23]=3)[N:15]2[C:14](=[O:42])[CH2:13][N:12]1[CH3:43])=[O:10])[C:2]1[CH:7]=[CH:6][CH:5]=[CH:4][CH:3]=1.C1COCC1.[C:49](Cl)(=[O:65])[CH2:50][CH2:51][CH2:52][CH2:53][CH2:54][CH2:55][CH2:56][CH2:57][CH2:58][CH2:59][CH2:60][CH2:61][CH2:62][CH2:63][CH3:64].C(N(CC)CC)C. Product: [C:49]([O:28][C:25]1[CH:24]=[CH:23][C:22]([CH2:21][C@@H:20]2[N:15]3[CH:16]([N:11]([C:9](=[O:10])[NH:8][CH2:1][C:2]4[CH:3]=[CH:4][CH:5]=[CH:6][CH:7]=4)[N:12]([CH3:43])[CH2:13][C:14]3=[O:42])[C@H:17]([CH3:41])[N:18]([CH2:30][C:31]3[CH:32]=[CH:33][CH:34]=[C:35]4[C:40]=3[N:39]=[CH:38][CH:37]=[CH:36]4)[C:19]2=[O:29])=[CH:27][CH:26]=1)(=[O:65])[CH2:50][CH2:51][CH2:52][CH2:53][CH2:54][CH2:55][CH2:56][CH2:57][CH2:58][CH2:59][CH2:60][CH2:61][CH2:62][CH2:63][CH3:64]. The catalyst class is: 13. (7) Reactant: C(OC([N:8]1[CH2:13][CH2:12][N:11]([C:14]2[CH:19]=[CH:18][C:17]([NH:20][C:21]([N:23]3[CH2:28][CH2:27][N:26]([C:29](=[O:37])[C:30]4[CH:35]=[CH:34][CH:33]=[C:32]([F:36])[CH:31]=4)[CH2:25][CH2:24]3)=[O:22])=[CH:16][C:15]=2[F:38])[CH2:10][CH2:9]1)=O)(C)(C)C.Cl.O1CCOCC1. The catalyst class is: 61. Product: [F:38][C:15]1[CH:16]=[C:17]([NH:20][C:21]([N:23]2[CH2:24][CH2:25][N:26]([C:29](=[O:37])[C:30]3[CH:35]=[CH:34][CH:33]=[C:32]([F:36])[CH:31]=3)[CH2:27][CH2:28]2)=[O:22])[CH:18]=[CH:19][C:14]=1[N:11]1[CH2:10][CH2:9][NH:8][CH2:13][CH2:12]1.